This data is from Catalyst prediction with 721,799 reactions and 888 catalyst types from USPTO. The task is: Predict which catalyst facilitates the given reaction. Product: [C:15]([C:17]([C:20]1[CH:21]=[CH:22][C:23]([NH:26][C:27]2[CH:28]=[C:29]([CH:33]=[CH:34][N:35]=2)[C:30]([NH:14][C:10]2[CH:11]=[N:12][CH:13]=[C:8]([C:3]3[CH:4]=[CH:5][CH:6]=[CH:7][C:2]=3[F:1])[CH:9]=2)=[O:31])=[N:24][CH:25]=1)([CH3:19])[CH3:18])#[N:16]. The catalyst class is: 84. Reactant: [F:1][C:2]1[CH:7]=[CH:6][CH:5]=[CH:4][C:3]=1[C:8]1[CH:9]=[C:10]([NH2:14])[CH:11]=[N:12][CH:13]=1.[C:15]([C:17]([C:20]1[CH:21]=[CH:22][C:23]([NH:26][C:27]2[CH:28]=[C:29]([CH:33]=[CH:34][N:35]=2)[C:30](O)=[O:31])=[N:24][CH:25]=1)([CH3:19])[CH3:18])#[N:16].CCN(C(C)C)C(C)C.CCCP1(OP(CCC)(=O)OP(CCC)(=O)O1)=O.C(=O)(O)[O-].[Na+].